Predict the product of the given reaction. From a dataset of Forward reaction prediction with 1.9M reactions from USPTO patents (1976-2016). The product is: [F:1][C:2]1[CH:3]=[C:4]([CH:50]=[C:51]([F:53])[CH:52]=1)[CH2:5][C:6]1[CH:7]=[C:8]2[C:12](=[CH:13][CH:14]=1)[NH:11][N:10]=[C:9]2[NH:15][C:16]([C:18]1[CH:23]=[CH:22][C:21]([NH:24][CH2:25][CH:26]2[CH2:27][N:28]([C:30]([O:32][C:33]([CH3:36])([CH3:34])[CH3:35])=[O:31])[CH2:29]2)=[CH:20][C:19]=1[NH:37][CH:44]1[CH2:45][CH2:46][O:47][CH2:48][CH2:49]1)=[O:17]. Given the reactants [F:1][C:2]1[CH:3]=[C:4]([CH:50]=[C:51]([F:53])[CH:52]=1)[CH2:5][C:6]1[CH:7]=[C:8]2[C:12](=[CH:13][CH:14]=1)[NH:11][N:10]=[C:9]2[NH:15][C:16]([C:18]1[CH:23]=[CH:22][C:21]([NH:24][CH2:25][CH:26]2[CH2:29][N:28]([C:30]([O:32][C:33]([CH3:36])([CH3:35])[CH3:34])=[O:31])[CH2:27]2)=[CH:20][C:19]=1[N:37]([CH:44]1[CH2:49][CH2:48][O:47][CH2:46][CH2:45]1)C(=O)C(F)(F)F)=[O:17], predict the reaction product.